Task: Predict the reactants needed to synthesize the given product.. Dataset: Full USPTO retrosynthesis dataset with 1.9M reactions from patents (1976-2016) (1) Given the product [Br:4][C:5]1[CH:6]=[C:7]([CH:11]2[CH2:12][CH:13]3[N:19]([S:20]([C:23]4[CH:28]=[CH:27][C:26]([C:29]([F:30])([F:31])[F:32])=[CH:25][CH:24]=4)(=[O:22])=[O:21])[CH:17]([C:16]4[CH:33]=[N:3][NH:2][C:15]=4[CH2:14]3)[CH2:18]2)[CH:8]=[CH:9][CH:10]=1, predict the reactants needed to synthesize it. The reactants are: O.[NH2:2][NH2:3].[Br:4][C:5]1[CH:6]=[C:7]([CH:11]2[CH2:18][CH:17]3[N:19]([S:20]([C:23]4[CH:28]=[CH:27][C:26]([C:29]([F:32])([F:31])[F:30])=[CH:25][CH:24]=4)(=[O:22])=[O:21])[CH:13]([CH2:14][C:15](=O)[C:16]3=[CH:33]O)[CH2:12]2)[CH:8]=[CH:9][CH:10]=1.C(O)(=O)C. (2) Given the product [F:42][C:10]1([F:41])[CH:9]([OH:8])[CH2:13][N:12]([C:14]2[C:18]3[CH:19]=[N:20][C:21]([NH:23][C:24]4[CH:29]=[CH:28][N:27]=[C:26]([N:30]5[CH2:31][CH2:32][C:33]([CH3:37])([OH:36])[CH2:34][CH2:35]5)[N:25]=4)=[CH:22][C:17]=3[N:16]([CH:38]([CH3:39])[CH3:40])[N:15]=2)[CH2:11]1, predict the reactants needed to synthesize it. The reactants are: C([O:8][CH:9]1[CH2:13][N:12]([C:14]2[C:18]3[CH:19]=[N:20][C:21]([NH:23][C:24]4[CH:29]=[CH:28][N:27]=[C:26]([N:30]5[CH2:35][CH2:34][C:33]([CH3:37])([OH:36])[CH2:32][CH2:31]5)[N:25]=4)=[CH:22][C:17]=3[N:16]([CH:38]([CH3:40])[CH3:39])[N:15]=2)[CH2:11][C:10]1([F:42])[F:41])C1C=CC=CC=1.[H][H]. (3) Given the product [F:47][CH:48]1[CH2:53][CH2:52][CH2:51][N:50]([C:21]([C:16]2[NH:17][C:18]3[C:14]([CH:15]=2)=[CH:13][C:12]([C:10]([N:7]2[CH2:8][CH2:9][N:4]([CH:1]([CH3:2])[CH3:3])[CH2:5][CH2:6]2)=[O:11])=[CH:20][CH:19]=3)=[O:22])[CH2:49]1, predict the reactants needed to synthesize it. The reactants are: [CH:1]([N:4]1[CH2:9][CH2:8][N:7]([C:10]([C:12]2[CH:13]=[C:14]3[C:18](=[CH:19][CH:20]=2)[NH:17][C:16]([C:21](O)=[O:22])=[CH:15]3)=[O:11])[CH2:6][CH2:5]1)([CH3:3])[CH3:2].Cl.F[B-](F)(F)F.N1(OC(N(C)C)=[N+](C)C)C2C=CC=CC=2N=N1.[F:47][CH:48]1[CH2:53][CH2:52][CH2:51][NH:50][CH2:49]1.C(N(CC)C(C)C)(C)C. (4) Given the product [CH3:1][C:2]1[CH:6]=[C:5]([CH3:7])[N:4]([CH2:8][C:9]([O:11][CH2:12][C:13]2[CH:18]=[CH:17][CH:16]=[CH:15][CH:14]=2)=[O:10])[N:3]=1, predict the reactants needed to synthesize it. The reactants are: [CH3:1][C:2]1[CH:6]=[C:5]([CH3:7])[N:4]([CH2:8][C:9]([OH:11])=[O:10])[N:3]=1.[CH2:12](O)[C:13]1[CH:18]=[CH:17][CH:16]=[CH:15][CH:14]=1.C1CCC(N=C=NC2CCCCC2)CC1. (5) Given the product [I:25][CH2:28][C:29]1[CH:34]=[CH:33][C:32]([CH3:35])=[CH:31][C:30]=1[O:36][S:37]([CH3:40])(=[O:39])=[O:38], predict the reactants needed to synthesize it. The reactants are: N1C=CN=C1.C1C=CC(P(C2C=CC=CC=2)C2C=CC=CC=2)=CC=1.[I:25]I.O[CH2:28][C:29]1[CH:34]=[CH:33][C:32]([CH3:35])=[CH:31][C:30]=1[O:36][S:37]([CH3:40])(=[O:39])=[O:38]. (6) The reactants are: [Cl:1]N1C(=O)CCC1=O.[F:9][C:10]([F:32])([F:31])[C:11]([NH:13][C:14]1[CH:19]=[CH:18][C:17]([O:20][C:21]2[CH:26]=[CH:25][N:24]=[C:23]3[NH:27][CH:28]=[CH:29][C:22]=23)=[C:16]([F:30])[CH:15]=1)=[O:12].C(=O)(O)[O-].[Na+]. Given the product [Cl:1][C:29]1[C:22]2[C:23](=[N:24][CH:25]=[CH:26][C:21]=2[O:20][C:17]2[CH:18]=[CH:19][C:14]([NH:13][C:11](=[O:12])[C:10]([F:31])([F:9])[F:32])=[CH:15][C:16]=2[F:30])[NH:27][CH:28]=1, predict the reactants needed to synthesize it. (7) Given the product [F:15][C:12]1[CH:11]=[CH:10][C:9]([CH2:8][C:6]2[CH:7]=[C:2]([NH:1][CH2:25][CH2:24][CH2:23][S:22][CH3:21])[C:3]([C:16]([O:18][CH2:19][CH3:20])=[O:17])=[N:4][CH:5]=2)=[CH:14][CH:13]=1, predict the reactants needed to synthesize it. The reactants are: [NH2:1][C:2]1[C:3]([C:16]([O:18][CH2:19][CH3:20])=[O:17])=[N:4][CH:5]=[C:6]([CH2:8][C:9]2[CH:14]=[CH:13][C:12]([F:15])=[CH:11][CH:10]=2)[CH:7]=1.[CH3:21][S:22][CH2:23][CH2:24][CH:25]=O.C(O)(=O)C.C(O[BH-](OC(=O)C)OC(=O)C)(=O)C.[Na+]. (8) Given the product [F:3][C:4]1[CH:5]=[CH:6][CH:7]=[C:8]2[C:12]=1[N:11]([NH2:15])[CH:10]=[C:9]2[CH3:13], predict the reactants needed to synthesize it. The reactants are: [H-].[Na+].[F:3][C:4]1[CH:5]=[CH:6][CH:7]=[C:8]2[C:12]=1[NH:11][CH:10]=[C:9]2[CH3:13].C[N:15](C=O)C. (9) The reactants are: [OH-].[K+].C(=O)([O-])[O-].[K+].[K+].[Cl:9][C:10]1[CH:15]=[CH:14][N:13]=[C:12]2[N:16]([S:32]([C:35]3[CH:40]=[CH:39][C:38]([CH3:41])=[CH:37][CH:36]=3)(=[O:34])=[O:33])[C:17]([C:19]3[C:27]4[C:22](=[CH:23][C:24]([O:30][CH3:31])=[C:25]([O:28][CH3:29])[CH:26]=4)[NH:21][CH:20]=3)=[CH:18][C:11]=12.[Cl:42][CH2:43][CH2:44]Cl. Given the product [Cl:9][C:10]1[CH:15]=[CH:14][N:13]=[C:12]2[N:16]([S:32]([C:35]3[CH:40]=[CH:39][C:38]([CH3:41])=[CH:37][CH:36]=3)(=[O:34])=[O:33])[C:17]([C:19]3[C:27]4[C:22](=[CH:23][C:24]([O:30][CH3:31])=[C:25]([O:28][CH3:29])[CH:26]=4)[N:21]([CH2:44][CH2:43][Cl:42])[CH:20]=3)=[CH:18][C:11]=12, predict the reactants needed to synthesize it.